This data is from Forward reaction prediction with 1.9M reactions from USPTO patents (1976-2016). The task is: Predict the product of the given reaction. (1) Given the reactants [F:1][C:2]([F:33])([F:32])[C:3]1[CH:4]=[C:5]([CH:25]=[C:26]([C:28]([F:31])([F:30])[F:29])[CH:27]=1)[CH2:6][N:7]([CH3:24])[C@@H:8]1[CH2:12][N:11]([CH2:13][C:14]2[CH:19]=[CH:18][C:17]([Cl:20])=[CH:16][CH:15]=2)[C@H:10]([C:21]([OH:23])=O)[CH2:9]1.[N:34]1([C:40]2[CH:47]=[CH:46][CH:45]=[CH:44][C:41]=2[C:42]#[N:43])[CH2:39][CH2:38][NH:37][CH2:36][CH2:35]1, predict the reaction product. The product is: [F:29][C:28]([F:31])([F:30])[C:26]1[CH:25]=[C:5]([CH:4]=[C:3]([C:2]([F:32])([F:1])[F:33])[CH:27]=1)[CH2:6][N:7]([CH3:24])[C@@H:8]1[CH2:12][N:11]([CH2:13][C:14]2[CH:15]=[CH:16][C:17]([Cl:20])=[CH:18][CH:19]=2)[C@H:10]([C:21]([N:37]2[CH2:36][CH2:35][N:34]([C:40]3[CH:47]=[CH:46][CH:45]=[CH:44][C:41]=3[C:42]#[N:43])[CH2:39][CH2:38]2)=[O:23])[CH2:9]1. (2) Given the reactants [CH2:1]([O:8][C:9]1[CH:14]=C[N:12]([CH2:15][C:16]([C:18]2[CH:23]=[CH:22][C:21]([CH2:24][Br:25])=[CH:20][CH:19]=2)=[O:17])[C:11](=[O:26])[CH:10]=1)[C:2]1[CH:7]=[CH:6][CH:5]=[CH:4][CH:3]=1.C(OC1C=N[N:38](CC(C2C=CC(CO)=CC=2)=O)C(=O)C=1)C1C=CC=CC=1.P(Br)(Br)Br, predict the reaction product. The product is: [CH2:1]([O:8][C:9]1[CH:14]=[N:38][N:12]([CH2:15][C:16]([C:18]2[CH:23]=[CH:22][C:21]([CH2:24][Br:25])=[CH:20][CH:19]=2)=[O:17])[C:11](=[O:26])[CH:10]=1)[C:2]1[CH:7]=[CH:6][CH:5]=[CH:4][CH:3]=1. (3) Given the reactants [F:1][C:2]([F:23])([F:22])[C:3]1[CH:8]=[CH:7][N:6]=[C:5]2[N:9]([Si](C(C)C)(C(C)C)C(C)C)[CH:10]=[CH:11][C:4]=12.C([Li])(CC)C.C(Br)(Br)(Br)[Br:30], predict the reaction product. The product is: [Br:30][C:8]1[C:3]([C:2]([F:23])([F:22])[F:1])=[C:4]2[CH:11]=[CH:10][NH:9][C:5]2=[N:6][CH:7]=1. (4) The product is: [S:8]([OH:35])([O:11][N:12]1[C:18](=[O:19])[N:17]2[CH2:20][C@H:13]1[CH2:14][CH2:15][C@H:16]2[C:21]1[S:22][C:23]([CH2:26][NH2:27])=[N:24][N:25]=1)(=[O:9])=[O:10]. Given the reactants C(O)(C(F)(F)F)=O.[S:8]([O-:35])([O:11][N:12]1[C:18](=[O:19])[N:17]2[CH2:20][C@H:13]1[CH2:14][CH2:15][C@H:16]2[C:21]1[S:22][C:23]([CH2:26][NH:27]C(OC(C)(C)C)=O)=[N:24][N:25]=1)(=[O:10])=[O:9].[Na+], predict the reaction product. (5) Given the reactants [C:1]([N:4]1[C:11]2[CH:12]=[CH:13][C:14]([Cl:16])=[CH:15][C:10]=2[CH:9]=[CH:8][C:7]2[N:17]=[C:18](Cl)[C:19]([F:21])=[CH:20][C:6]=2[CH2:5]1)(=[O:3])[CH3:2].CC1(C)C(C)(C)OB([C:31]2[CH:32]=[CH:33][C:34]([N:37]3[CH2:42][CH2:41][O:40][CH2:39][CH2:38]3)=[N:35][CH:36]=2)O1.C(N1C2C=CC=CC=2C=CC2N=C(C3C=NC(OC)=CC=3)C(F)=CC=2C1)(=O)C, predict the reaction product. The product is: [C:1]([N:4]1[C:11]2[CH:12]=[CH:13][C:14]([Cl:16])=[CH:15][C:10]=2[CH:9]=[CH:8][C:7]2[N:17]=[C:18]([C:31]3[CH:36]=[N:35][C:34]([N:37]4[CH2:38][CH2:39][O:40][CH2:41][CH2:42]4)=[CH:33][CH:32]=3)[C:19]([F:21])=[CH:20][C:6]=2[CH2:5]1)(=[O:3])[CH3:2]. (6) Given the reactants C([N:3]1[CH:7]=[CH:6][N:5]=[CH:4]1)([N:3]1[CH:7]=[CH:6][N:5]=[CH:4]1)=O.[C:13]([OH:21])(=O)[C:14]1[CH:19]=[CH:18][CH:17]=[CH:16][CH:15]=1.[Cl-].[Mg+2].[Cl-].[C:25]([O:31][CH2:32][CH3:33])(=[O:30])[CH2:26]C([O-])=O.[K+], predict the reaction product. The product is: [O:21]=[C:13]([C:14]1[CH:15]=[CH:16][CH:17]=[CH:18][CH:19]=1)[CH2:26][C:25]([O:31][CH2:32][CH3:33])=[O:30].[NH:3]1[CH:7]=[CH:6][N:5]=[CH:4]1. (7) Given the reactants [CH3:1][O:2][C:3]([NH:5][C@@H:6]([C@H:56](OC)[CH3:57])[C:7]([N:9]1[C@H:14]([C:15]2[NH:16][C:17]([C:20]3[CH:25]=[CH:24][C:23]([C:26]4[CH:27]=[C:28]5[C:52](=[CH:53][CH:54]=4)[C:32]4[NH:33][C:34]([C@@H:36]6[CH2:40][CH2:39][CH2:38][N:37]6[C:41](=[O:51])[C@@H:42]([NH:46][C:47](=[O:50])[O:48][CH3:49])[CH:43]([CH3:45])[CH3:44])=[N:35][C:31]=4[CH:30]=[CH:29]5)=[CH:22][CH:21]=3)=[CH:18][N:19]=2)[C@@H:13]2[CH2:55][C@H:10]1[CH2:11][CH2:12]2)=[O:8])=[O:4].[CH3:60]O[C@H](C)[C@H](NC(OC)=O)C(O)=O, predict the reaction product. The product is: [CH3:1][O:2][C:3]([NH:5][C@@H:6]([CH:56]([CH3:57])[CH3:60])[C:7]([N:9]1[C@H:14]([C:15]2[NH:16][C:17]([C:20]3[CH:21]=[CH:22][C:23]([C:26]4[CH:27]=[C:28]5[C:52](=[CH:53][CH:54]=4)[C:32]4[NH:33][C:34]([C@@H:36]6[CH2:40][CH2:39][CH2:38][N:37]6[C:41](=[O:51])[C@@H:42]([NH:46][C:47](=[O:50])[O:48][CH3:49])[CH:43]([CH3:44])[CH3:45])=[N:35][C:31]=4[CH:30]=[CH:29]5)=[CH:24][CH:25]=3)=[CH:18][N:19]=2)[C@@H:13]2[CH2:55][C@H:10]1[CH2:11][CH2:12]2)=[O:8])=[O:4].